Dataset: TCR-epitope binding with 47,182 pairs between 192 epitopes and 23,139 TCRs. Task: Binary Classification. Given a T-cell receptor sequence (or CDR3 region) and an epitope sequence, predict whether binding occurs between them. (1) The epitope is HTDFSSEIIGY. The TCR CDR3 sequence is CASSQAPPVITGSPLHF. Result: 0 (the TCR does not bind to the epitope). (2) The epitope is TPRVTGGGAM. The TCR CDR3 sequence is CASSLRDSSYEQYF. Result: 0 (the TCR does not bind to the epitope). (3) The epitope is NLVPMVATV. The TCR CDR3 sequence is CASSRRTSRGRGRTDTQYF. Result: 0 (the TCR does not bind to the epitope). (4) The epitope is ILHCANFNV. The TCR CDR3 sequence is CASSKDGNGSPLHF. Result: 0 (the TCR does not bind to the epitope). (5) The epitope is LPPAYTNSF. The TCR CDR3 sequence is CASSQDHGETGELFF. Result: 0 (the TCR does not bind to the epitope). (6) The epitope is KLPDDFTGCV. The TCR CDR3 sequence is CASSSTGTGRDEQYF. Result: 1 (the TCR binds to the epitope). (7) The epitope is FTISVTTEIL. The TCR CDR3 sequence is CASSQDSTTNYGYTF. Result: 1 (the TCR binds to the epitope). (8) The epitope is IPIQASLPF. The TCR CDR3 sequence is CASSLGWGPNGYTF. Result: 0 (the TCR does not bind to the epitope).